This data is from NCI-60 drug combinations with 297,098 pairs across 59 cell lines. The task is: Regression. Given two drug SMILES strings and cell line genomic features, predict the synergy score measuring deviation from expected non-interaction effect. (1) Cell line: UACC62. Synergy scores: CSS=26.6, Synergy_ZIP=-10.0, Synergy_Bliss=2.31, Synergy_Loewe=-14.5, Synergy_HSA=2.23. Drug 2: CC1=C(C(=O)C2=C(C1=O)N3CC4C(C3(C2COC(=O)N)OC)N4)N. Drug 1: CN(C(=O)NC(C=O)C(C(C(CO)O)O)O)N=O. (2) Drug 1: CNC(=O)C1=CC=CC=C1SC2=CC3=C(C=C2)C(=NN3)C=CC4=CC=CC=N4. Drug 2: CCN(CC)CCNC(=O)C1=C(NC(=C1C)C=C2C3=C(C=CC(=C3)F)NC2=O)C. Cell line: OVCAR-5. Synergy scores: CSS=-5.89, Synergy_ZIP=2.45, Synergy_Bliss=0.213, Synergy_Loewe=-4.39, Synergy_HSA=-3.71. (3) Drug 1: C1=NC(=NC(=O)N1C2C(C(C(O2)CO)O)O)N. Drug 2: C(CN)CNCCSP(=O)(O)O. Cell line: MDA-MB-231. Synergy scores: CSS=36.9, Synergy_ZIP=-5.17, Synergy_Bliss=1.23, Synergy_Loewe=-52.2, Synergy_HSA=1.93.